This data is from Forward reaction prediction with 1.9M reactions from USPTO patents (1976-2016). The task is: Predict the product of the given reaction. Given the reactants C1(C2C(C(F)(F)F)=C([C:16]3[O:17][C:18]4[C:28]5[C:23](=[CH:24][C:25]([CH:29]=[O:30])=[CH:26][CH:27]=5)[CH2:22][CH2:21][C:19]=4[N:20]=3)ON=2)C=CC=CC=1.[C:31]1([C:37]2[O:41][N:40]=[C:39](C3OC4C5C(=CC(C=C)=CC=5)CCC=4N=3)[C:38]=2[C:57]([F:60])([F:59])[F:58])[CH:36]=[CH:35][CH:34]=[CH:33][CH:32]=1, predict the reaction product. The product is: [C:31]1([C:37]2[O:41][N:40]=[C:39]([C:16]3[O:17][C:18]4[C:28]5[C:23](=[CH:24][C:25]([CH:29]=[O:30])=[CH:26][CH:27]=5)[CH2:22][CH2:21][C:19]=4[N:20]=3)[C:38]=2[C:57]([F:60])([F:59])[F:58])[CH:32]=[CH:33][CH:34]=[CH:35][CH:36]=1.